Dataset: Full USPTO retrosynthesis dataset with 1.9M reactions from patents (1976-2016). Task: Predict the reactants needed to synthesize the given product. (1) Given the product [CH2:1]([O:3][C:13](=[O:14])[CH2:7][C@@H:6]([OH:8])[CH2:4][Cl:5])[CH3:2], predict the reactants needed to synthesize it. The reactants are: [CH2:1]([OH:3])[CH3:2].[CH2:4]([C@@H:6]1[O:8][CH2:7]1)[Cl:5].[C]=O.C1C[O:14][CH2:13]C1. (2) Given the product [CH3:13][O:14][C:4]([CH:3]1[C:7]([CH3:8])([CH3:9])[O:6][C:5]1([CH3:10])[CH3:11])=[O:12], predict the reactants needed to synthesize it. The reactants are: [N+](=[C:3]1[C:7]([CH3:9])([CH3:8])[O:6][C:5]([CH3:11])([CH3:10])[C:4]1=[O:12])=[N-].[CH3:13][OH:14]. (3) Given the product [C:48]([N:5]1[CH2:6][CH:7]=[C:8]([C:11]2[CH:16]=[CH:15][C:14]([NH:17][C:18]([N:20]3[CH2:21][C:22]4[C:27](=[CH:26][CH:25]=[CH:24][CH:23]=4)[CH2:28]3)=[O:19])=[CH:13][CH:12]=2)[CH2:9][CH2:10]1)(=[O:53])[CH2:45][CH2:44][CH3:43], predict the reactants needed to synthesize it. The reactants are: C(Cl)(=O)C.[NH:5]1[CH2:10][CH:9]=[C:8]([C:11]2[CH:16]=[CH:15][C:14]([NH:17][C:18]([N:20]3[CH2:28][C:27]4[C:22](=[CH:23][CH:24]=[CH:25][CH:26]=4)[CH2:21]3)=[O:19])=[CH:13][CH:12]=2)[CH2:7][CH2:6]1.NC1C=C2C(=CC=1)CN(C(NC1C=C[C:45]([C:48](=[O:53])NCCC)=[CH:44][CH:43]=1)=O)C2. (4) Given the product [CH2:20]([O:19][C:15](=[O:18])/[CH:16]=[CH:17]/[C:2]1[CH:7]=[CH:6][N:5]2[CH:8]=[C:9]([C:11]([F:14])([F:13])[F:12])[N:10]=[C:4]2[CH:3]=1)[CH3:21], predict the reactants needed to synthesize it. The reactants are: Br[C:2]1[CH:7]=[CH:6][N:5]2[CH:8]=[C:9]([C:11]([F:14])([F:13])[F:12])[N:10]=[C:4]2[CH:3]=1.[C:15]([O:19][CH2:20][CH3:21])(=[O:18])[CH:16]=[CH2:17].CC1C=CC=CC=1P(C1C=CC=CC=1C)C1C=CC=CC=1C.C(N(CC)CC)C. (5) Given the product [CH2:1]([O:3][C:4](=[O:15])[CH:5]([C:7]1[CH:12]=[CH:11][C:10]([CH:13]=[O:17])=[CH:9][CH:8]=1)[OH:6])[CH3:2], predict the reactants needed to synthesize it. The reactants are: [CH2:1]([O:3][C:4](=[O:15])[C:5]([C:7]1[CH:12]=[CH:11][C:10]([C:13]#N)=[CH:9][CH:8]=1)=[O:6])[CH3:2].C(O)=[O:17]. (6) Given the product [Cl:1][C:2]1[CH:12]=[CH:11][C:5]([O:6][CH2:7][C:8]([N:16]([CH:13]([CH3:15])[CH3:14])[CH2:17][C:18]2[O:22][N:21]=[C:20]([C:23]3[CH:28]=[CH:27][C:26]([CH3:29])=[CH:25][CH:24]=3)[N:19]=2)=[O:9])=[CH:4][CH:3]=1, predict the reactants needed to synthesize it. The reactants are: [Cl:1][C:2]1[CH:12]=[CH:11][C:5]([O:6][CH2:7][C:8](Cl)=[O:9])=[CH:4][CH:3]=1.[CH:13]([NH:16][CH2:17][C:18]1[O:22][N:21]=[C:20]([C:23]2[CH:28]=[CH:27][C:26]([CH3:29])=[CH:25][CH:24]=2)[N:19]=1)([CH3:15])[CH3:14].C(N(CC)CC)C. (7) Given the product [C:35]([C:34]1[CH:37]=[CH:38][CH:39]=[CH:40][C:33]=1[NH:32][C:25]([C:16]1[C:17]2[C:22](=[CH:21][CH:20]=[CH:19][CH:18]=2)[C:23](=[O:24])[N:14]([CH2:13][C:12]([N:11]([C:9]2[CH:8]=[CH:7][C:5]3[O:6][C:2]([F:1])([F:31])[O:3][C:4]=3[CH:10]=2)[CH2:29][CH3:30])=[O:28])[N:15]=1)=[O:27])#[N:36], predict the reactants needed to synthesize it. The reactants are: [F:1][C:2]1([F:31])[O:6][C:5]2[CH:7]=[CH:8][C:9]([N:11]([CH2:29][CH3:30])[C:12](=[O:28])[CH2:13][N:14]3[C:23](=[O:24])[C:22]4[C:17](=[CH:18][CH:19]=[CH:20][CH:21]=4)[C:16]([C:25]([OH:27])=O)=[N:15]3)=[CH:10][C:4]=2[O:3]1.[NH2:32][C:33]1[CH:40]=[CH:39][CH:38]=[CH:37][C:34]=1[C:35]#[N:36].O=P(Cl)(Cl)Cl.C([O-])(O)=O.[Na+].